From a dataset of Catalyst prediction with 721,799 reactions and 888 catalyst types from USPTO. Predict which catalyst facilitates the given reaction. (1) Product: [CH:10]1([C:2]2[CH:7]=[CH:6][N:5]=[C:4]([C:8]#[N:9])[CH:3]=2)[CH2:12][CH2:11]1. Reactant: Br[C:2]1[CH:7]=[CH:6][N:5]=[C:4]([C:8]#[N:9])[CH:3]=1.[CH:10]1(B(O)O)[CH2:12][CH2:11]1.[O-]P([O-])([O-])=O.[K+].[K+].[K+]. The catalyst class is: 7. (2) Reactant: [Br:1][C:2]1[CH:3]=[C:4]([CH2:9][CH2:10][C:11](Cl)=[O:12])[CH:5]=[CH:6][C:7]=1[F:8].[Al+3].[Cl-].[Cl-].[Cl-]. Product: [Br:1][C:2]1[CH:3]=[C:4]2[C:5](=[CH:6][C:7]=1[F:8])[C:11](=[O:12])[CH2:10][CH2:9]2.[Br:1][C:2]1[C:7]([F:8])=[CH:6][CH:5]=[C:4]2[C:3]=1[C:11](=[O:12])[CH2:10][CH2:9]2. The catalyst class is: 4. (3) Reactant: [O:1]1[C@@H:13]2[C@@:14]34[CH2:16][CH2:17][NH:18][C@@H:8]([C@@H:9]3[CH2:10][CH2:11][C:12]2=[O:19])[CH2:7][C:6]2=[C:15]4[C:2]1=[C:3]([OH:20])[CH:4]=[CH:5]2.[CH:21]1([CH2:24]Br)[CH2:23][CH2:22]1.C([O-])(O)=O.[Na+]. Product: [CH:21]1([CH2:24][N:18]2[CH2:17][CH2:16][C@:14]34[C:15]5[C:2]6[O:1][C@H:13]3[C:12](=[O:19])[CH2:11][CH2:10][C@H:9]4[C@H:8]2[CH2:7][C:6]=5[CH:5]=[CH:4][C:3]=6[OH:20])[CH2:23][CH2:22]1. The catalyst class is: 3. (4) Reactant: [Br:1][C:2]1[CH:7]=[CH:6][C:5]([C:8]2[O:9][CH2:10][CH2:11][N:12]=2)=[C:4]([CH3:13])[CH:3]=1.[Br:14]N1C(=O)CCC1=O. Product: [Br:1][C:2]1[CH:7]=[CH:6][C:5]([C:8]2[O:9][C:10]([Br:14])=[CH:11][N:12]=2)=[C:4]([CH3:13])[CH:3]=1. The catalyst class is: 855. (5) Reactant: [NH2:1][C:2]1[C:7]([NH:8][CH:9]2[CH2:14][CH2:13][N:12]([C:15]([O:17][C:18]([CH3:21])([CH3:20])[CH3:19])=[O:16])[CH2:11][CH2:10]2)=[CH:6][CH:5]=[CH:4][N:3]=1.C1N=CN([C:27](N2C=NC=C2)=[O:28])C=1. Product: [O:28]=[C:27]1[NH:1][C:2]2=[N:3][CH:4]=[CH:5][CH:6]=[C:7]2[N:8]1[CH:9]1[CH2:10][CH2:11][N:12]([C:15]([O:17][C:18]([CH3:21])([CH3:20])[CH3:19])=[O:16])[CH2:13][CH2:14]1. The catalyst class is: 23.